This data is from Full USPTO retrosynthesis dataset with 1.9M reactions from patents (1976-2016). The task is: Predict the reactants needed to synthesize the given product. (1) Given the product [CH2:15]([O:17][C:18]([C:19]1[N:22]=[C:4]([C:3]2[CH:7]=[CH:8][C:9]([S:11]([CH3:14])(=[O:13])=[O:12])=[CH:10][C:2]=2[F:1])[O:5][N:20]=1)=[O:23])[CH3:16], predict the reactants needed to synthesize it. The reactants are: [F:1][C:2]1[CH:10]=[C:9]([S:11]([CH3:14])(=[O:13])=[O:12])[CH:8]=[CH:7][C:3]=1[C:4](Cl)=[O:5].[CH2:15]([O:17][C:18](=[O:23])[C:19]([NH2:22])=[N:20]O)[CH3:16]. (2) Given the product [Br:11][C:8]1[N:6]2[N:7]=[C:2]([NH:23][C@H:24]3[CH2:29][CH2:28][C@H:27]([OH:30])[CH2:26][CH2:25]3)[CH:3]=[CH:4][C:5]2=[N:10][CH:9]=1, predict the reactants needed to synthesize it. The reactants are: Cl[C:2]1[CH:3]=[CH:4][C:5]2[N:6]([C:8]([Br:11])=[CH:9][N:10]=2)[N:7]=1.CC1C=CC(S(O)(=O)=O)=CC=1.[NH2:23][C@H:24]1[CH2:29][CH2:28][C@H:27]([OH:30])[CH2:26][CH2:25]1. (3) Given the product [NH:1]1[C:2]2[S:3][CH:4]=[CH:5][C:6]=2[C:7](=[O:8])[O:9][C:10]1=[O:15], predict the reactants needed to synthesize it. The reactants are: [NH2:1][C:2]1[S:3][CH:4]=[CH:5][C:6]=1[C:7]([O:9][CH3:10])=[O:8].[OH-].[K+].ClC(OC(Cl)(Cl)Cl)=[O:15]. (4) Given the product [F:29][C:30]([F:41])([F:40])[C:31]1[CH:36]=[CH:35][C:34]([C:23]2[N:22]=[CH:21][C:20]([O:19][CH:14]([C:11]3[CH:12]=[CH:13][C:8]([C:7]([NH:6][CH2:5][CH2:4][C:3]([OH:2])=[O:28])=[O:27])=[CH:9][CH:10]=3)[CH2:15][CH2:16][CH2:17][CH3:18])=[CH:25][CH:24]=2)=[CH:33][CH:32]=1, predict the reactants needed to synthesize it. The reactants are: C[O:2][C:3](=[O:28])[CH2:4][CH2:5][NH:6][C:7](=[O:27])[C:8]1[CH:13]=[CH:12][C:11]([CH:14]([O:19][C:20]2[CH:21]=[N:22][C:23](Cl)=[CH:24][CH:25]=2)[CH2:15][CH2:16][CH2:17][CH3:18])=[CH:10][CH:9]=1.[F:29][C:30]([F:41])([F:40])[C:31]1[CH:36]=[CH:35][C:34](B(O)O)=[CH:33][CH:32]=1. (5) Given the product [Cl:1][C:2]1[CH:3]=[C:4](/[CH:5]=[C:6]2/[C:7](=[O:23])[N:11]3[CH:12]=[C:13]([C:14]4[CH:22]=[CH:21][CH:20]=[C:16]([C:17]([N:34]5[CH2:35][CH:32]([F:31])[CH2:33]5)=[O:18])[CH:15]=4)[N:8]=[C:9]3[S:10]/2)[CH:24]=[C:25]([O:28][CH3:29])[C:26]=1[OH:27], predict the reactants needed to synthesize it. The reactants are: [Cl:1][C:2]1[CH:3]=[C:4]([CH:24]=[C:25]([O:28][CH3:29])[C:26]=1[OH:27])/[CH:5]=[C:6]1/[C:7](=[O:23])[N:8]2[C:13]([C:14]3[CH:15]=[C:16]([CH:20]=[CH:21][CH:22]=3)[C:17](O)=[O:18])=[CH:12][N:11]=[C:9]2[S:10]/1.Cl.[F:31][CH:32]1[CH2:35][NH:34][CH2:33]1. (6) Given the product [F:22][C:23]1[CH:24]=[CH:25][C:26]([C:29]2[O:33][N:32]=[C:31]([C:34]([N:10]3[CH2:9][C@H:8]([C:11]4[CH:16]=[CH:15][C:14]([C:17]([F:20])([F:18])[F:19])=[CH:13][CH:12]=4)[NH:7][C:6](=[O:21])[C@@H:5]3[CH2:1][CH:2]([CH3:4])[CH3:3])=[O:35])[CH:30]=2)=[CH:27][CH:28]=1, predict the reactants needed to synthesize it. The reactants are: [CH2:1]([C@@H:5]1[NH:10][CH2:9][C@H:8]([C:11]2[CH:16]=[CH:15][C:14]([C:17]([F:20])([F:19])[F:18])=[CH:13][CH:12]=2)[NH:7][C:6]1=[O:21])[CH:2]([CH3:4])[CH3:3].[F:22][C:23]1[CH:28]=[CH:27][C:26]([C:29]2[O:33][N:32]=[C:31]([C:34](O)=[O:35])[CH:30]=2)=[CH:25][CH:24]=1.C([C@@H]1N(C(=O)/C=C/C2C=CC=CC=2)C[C@H](CC(C)C)NC1=O)C(C)C. (7) Given the product [CH3:1][O:2][C:3]1[CH:4]=[C:5]([CH:25]=[CH:26][CH:27]=1)[CH2:6][NH:7][C:8]([C:10]1[S:24][C:13]2[N:14]([CH3:23])[C:15](=[O:22])[N:16]([CH2:19][CH2:20][NH:21][C:54]([C:65]3[CH:70]=[CH:69][C:68]4[NH:67][CH:66]=[N:62][C:36]=4[CH:34]=3)=[O:53])[C:17](=[O:18])[C:12]=2[CH:11]=1)=[O:9], predict the reactants needed to synthesize it. The reactants are: [CH3:1][O:2][C:3]1[CH:4]=[C:5]([CH:25]=[CH:26][CH:27]=1)[CH2:6][NH:7][C:8]([C:10]1[S:24][C:13]2[N:14]([CH3:23])[C:15](=[O:22])[N:16]([CH2:19][CH2:20][NH2:21])[C:17](=[O:18])[C:12]=2[CH:11]=1)=[O:9].C(N([CH:34]([CH3:36])C)CC)(C)C.F[P-](F)(F)(F)(F)F.N1([O:53][C:54](N(C)C)=[N+](C)C)C2C=CC=CC=2N=N1.O[N:62]1[C:66]2[N:67]=[CH:68][CH:69]=[CH:70][C:65]=2N=N1. (8) Given the product [CH2:42]([N:44]([CH2:45][CH3:46])[CH2:26]/[CH:25]=[CH:24]/[C:5]1[C:6]2[S:10][CH:9]=[C:8]([C:11]3[CH:12]=[CH:13][C:14]([O:17][C:18]4[CH:23]=[CH:22][CH:21]=[CH:20][CH:19]=4)=[CH:15][CH:16]=3)[C:7]=2[C:2]([NH2:1])=[N:3][CH:4]=1)[CH3:43], predict the reactants needed to synthesize it. The reactants are: [NH2:1][C:2]1[C:7]2[C:8]([C:11]3[CH:16]=[CH:15][C:14]([O:17][C:18]4[CH:23]=[CH:22][CH:21]=[CH:20][CH:19]=4)=[CH:13][CH:12]=3)=[CH:9][S:10][C:6]=2[C:5](/[CH:24]=[CH:25]/[CH:26]=O)=[CH:4][N:3]=1.C(O[BH-](OC(=O)C)OC(=O)C)(=O)C.[Na+].[CH2:42]([NH:44][CH2:45][CH3:46])[CH3:43].